Dataset: Peptide-MHC class I binding affinity with 185,985 pairs from IEDB/IMGT. Task: Regression. Given a peptide amino acid sequence and an MHC pseudo amino acid sequence, predict their binding affinity value. This is MHC class I binding data. (1) The peptide sequence is IIMRRFFYF. The MHC is HLA-A32:15 with pseudo-sequence HLA-A32:15. The binding affinity (normalized) is 0.610. (2) The peptide sequence is WKAIGAYIL. The MHC is HLA-B15:01 with pseudo-sequence HLA-B15:01. The binding affinity (normalized) is 0.0847. (3) The peptide sequence is EEFTMVGRR. The MHC is HLA-B08:02 with pseudo-sequence HLA-B08:02. The binding affinity (normalized) is 0.0847. (4) The peptide sequence is MILPMSRAF. The MHC is HLA-A24:02 with pseudo-sequence HLA-A24:02. The binding affinity (normalized) is 0.310. (5) The peptide sequence is YSLLNRKAI. The MHC is HLA-A01:01 with pseudo-sequence HLA-A01:01. The binding affinity (normalized) is 0.0847. (6) The peptide sequence is FRALKYDFNH. The MHC is HLA-A68:01 with pseudo-sequence HLA-A68:01. The binding affinity (normalized) is 0.439.